This data is from Catalyst prediction with 721,799 reactions and 888 catalyst types from USPTO. The task is: Predict which catalyst facilitates the given reaction. (1) Reactant: C(OC([N:8]1[CH2:20][CH2:19][C:18]2[C:17]3[C:12](=[CH:13][CH:14]=[C:15]([O:21][Si:22]([CH:29]([CH3:31])[CH3:30])([CH:26]([CH3:28])[CH3:27])[CH:23]([CH3:25])[CH3:24])[CH:16]=3)[N:11]([CH3:32])[C:10]=2[CH2:9]1)=O)(C)(C)C.[F:33][C:34]([F:39])([F:38])[C:35]([OH:37])=[O:36]. Product: [F:33][C:34]([F:39])([F:38])[C:35]([OH:37])=[O:36].[CH3:32][N:11]1[C:10]2[CH2:9][NH:8][CH2:20][CH2:19][C:18]=2[C:17]2[C:12]1=[CH:13][CH:14]=[C:15]([O:21][Si:22]([CH:23]([CH3:25])[CH3:24])([CH:29]([CH3:31])[CH3:30])[CH:26]([CH3:28])[CH3:27])[CH:16]=2. The catalyst class is: 4. (2) Reactant: C(OC([NH:8][C:9]1[N:14]=[CH:13][C:12]([CH:15]([CH2:25][C:26]([O:28][CH3:29])=[O:27])[CH:16](C(OC)=O)[C:17]([O:19][CH3:20])=[O:18])=[CH:11][CH:10]=1)=O)(C)(C)C.NC1N=CC(C(CC(OC)=O)C(C(OC)=O)(C(OC)=O)C(OC)=O)=CC=1.[OH-].[Na+].Cl. Product: [NH2:8][C:9]1[N:14]=[CH:13][C:12]([CH:15]([CH2:25][C:26]([O:28][CH3:29])=[O:27])[CH2:16][C:17]([O:19][CH3:20])=[O:18])=[CH:11][CH:10]=1. The catalyst class is: 5. (3) Reactant: [O:1]=[C:2]([C:23]1[C:32]2[C:27](=[CH:28][CH:29]=[C:30]([O:33][CH3:34])[CH:31]=2)[N:26]=[CH:25][CH:24]=1)[CH2:3][CH2:4][C@@H:5]1[CH2:10][CH2:9][N:8]([CH2:11][CH2:12][S:13][C:14]2[S:15][CH:16]=[CH:17][CH:18]=2)[CH2:7][C@@H:6]1[C:19]([O:21]C)=[O:20].[OH-].[Na+]. Product: [O:1]=[C:2]([C:23]1[C:32]2[C:27](=[CH:28][CH:29]=[C:30]([O:33][CH3:34])[CH:31]=2)[N:26]=[CH:25][CH:24]=1)[CH2:3][CH2:4][C@@H:5]1[CH2:10][CH2:9][N:8]([CH2:11][CH2:12][S:13][C:14]2[S:15][CH:16]=[CH:17][CH:18]=2)[CH2:7][C@@H:6]1[C:19]([OH:21])=[O:20]. The catalyst class is: 33. (4) Reactant: Cl[C:2]([O:4][CH2:5][Cl:6])=[O:3].[C:7]([O:11][C:12]([NH:14][CH2:15][CH2:16][CH2:17][NH2:18])=[O:13])([CH3:10])([CH3:9])[CH3:8].C(N(C(C)C)CC)(C)C. Product: [C:7]([O:11][C:12]([NH:14][CH2:15][CH2:16][CH2:17][NH:18][C:2](=[O:3])[O:4][CH2:5][Cl:6])=[O:13])([CH3:10])([CH3:9])[CH3:8]. The catalyst class is: 4. (5) Product: [Si:3]([O:10][CH2:11][C@@H:12]1[C@H:16]2[O:17][C:18]([CH3:21])([CH3:20])[O:19][C@H:15]2[C@H:14]([N:22]2[CH:30]=[N:29][C:28]3[C:23]2=[N:24][C:25]([I:1])=[N:26][C:27]=3[Cl:31])[O:13]1)([C:6]([CH3:9])([CH3:8])[CH3:7])([CH3:5])[CH3:4]. The catalyst class is: 49. Reactant: [I:1]I.[Si:3]([O:10][CH2:11][C@@H:12]1[C@H:16]2[O:17][C:18]([CH3:21])([CH3:20])[O:19][C@H:15]2[C@H:14]([N:22]2[CH:30]=[N:29][C:28]3[C:23]2=[N:24][C:25]([Sn](CCCC)(CCCC)CCCC)=[N:26][C:27]=3[Cl:31])[O:13]1)([C:6]([CH3:9])([CH3:8])[CH3:7])([CH3:5])[CH3:4]. (6) Reactant: [Si]([O:8][CH2:9][CH2:10][N:11]1[CH:15]=[C:14]([C:16]2[CH:17]=[C:18]3[C:22](=[CH:23][CH:24]=2)[N:21](COCC[Si](C)(C)C)[N:20]=[C:19]3[C:33]([O:35][CH3:36])=[O:34])[CH:13]=[N:12]1)(C(C)(C)C)(C)C.FC(F)(F)C(O)=O. Product: [OH:8][CH2:9][CH2:10][N:11]1[CH:15]=[C:14]([C:16]2[CH:17]=[C:18]3[C:22](=[CH:23][CH:24]=2)[NH:21][N:20]=[C:19]3[C:33]([O:35][CH3:36])=[O:34])[CH:13]=[N:12]1. The catalyst class is: 4. (7) The catalyst class is: 4. Reactant: [CH2:1]([O:8][C:9]1[CH:10]=[CH:11][C:12]2[C:13]3[N:21]([CH2:22][C:23]([NH2:26])([CH3:25])[CH3:24])[C:20]([CH2:27][O:28][CH2:29][CH3:30])=[N:19][C:14]=3[CH:15]=[N:16][C:17]=2[CH:18]=1)[C:2]1[CH:7]=[CH:6][CH:5]=[CH:4][CH:3]=1.[CH:31]([N:34]=[C:35]=[O:36])([CH3:33])[CH3:32]. Product: [CH2:1]([O:8][C:9]1[CH:10]=[CH:11][C:12]2[C:13]3[N:21]([CH2:22][C:23]([NH:26][C:35]([NH:34][CH:31]([CH3:33])[CH3:32])=[O:36])([CH3:24])[CH3:25])[C:20]([CH2:27][O:28][CH2:29][CH3:30])=[N:19][C:14]=3[CH:15]=[N:16][C:17]=2[CH:18]=1)[C:2]1[CH:7]=[CH:6][CH:5]=[CH:4][CH:3]=1. (8) Reactant: [Br:1]Br.[CH3:3][N:4]1[C:12]2[C:7](=[CH:8][CH:9]=[CH:10][CH:11]=2)[C:6]2([CH2:14][CH2:13]2)[C:5]1=[O:15].C([O-])(=O)C.[Na+].C(O)(=O)C.S([O-])([O-])(=O)=S.[Na+].[Na+]. Product: [Br:1][C:9]1[CH:8]=[C:7]2[C:12](=[CH:11][CH:10]=1)[N:4]([CH3:3])[C:5](=[O:15])[C:6]12[CH2:14][CH2:13]1. The catalyst class is: 4.